From a dataset of Reaction yield outcomes from USPTO patents with 853,638 reactions. Predict the reaction yield, written as a fraction of the theoretical maximum amount of product (1.0 means a 100% yield; for example, 0.34 means a 34% yield). (1) The reactants are [OH-].[Na+].[F:3][C:4]1[CH:5]=[C:6]([C@@H:11]2[CH2:13][C@H:12]2[C:14]([O:16]CC)=[O:15])[CH:7]=[CH:8][C:9]=1[F:10]. The catalyst is CO. The product is [F:3][C:4]1[CH:5]=[C:6]([C@@H:11]2[CH2:13][C@H:12]2[C:14]([OH:16])=[O:15])[CH:7]=[CH:8][C:9]=1[F:10]. The yield is 0.980. (2) The reactants are C(=O)([O-])[O-].[K+].[K+].Br[CH2:8][C:9]([O:11][CH2:12][CH3:13])=[O:10].[CH3:14][C:15]1[NH:19][C:18]2[S:20][CH:21]=[CH:22][C:17]=2[C:16]=1[CH2:23][C:24]1[CH:29]=[CH:28][CH:27]=[CH:26][C:25]=1[S:30]([N:33]1[CH2:38][CH2:37][O:36][CH2:35][CH2:34]1)(=[O:32])=[O:31]. The catalyst is CCCC[N+](CCCC)(CCCC)CCCC.[I-].C(OCC)(=O)C. The product is [CH3:14][C:15]1[N:19]([CH2:8][C:9]([O:11][CH2:12][CH3:13])=[O:10])[C:18]2[S:20][CH:21]=[CH:22][C:17]=2[C:16]=1[CH2:23][C:24]1[CH:29]=[CH:28][CH:27]=[CH:26][C:25]=1[S:30]([N:33]1[CH2:38][CH2:37][O:36][CH2:35][CH2:34]1)(=[O:32])=[O:31]. The yield is 1.08. (3) The reactants are [NH2:1][C:2]1[CH:7]=[CH:6][C:5]([OH:8])=[C:4]([C:9]2[N:13]([CH3:14])[N:12]=[CH:11][CH:10]=2)[CH:3]=1.Br[CH2:16][CH2:17][NH:18][C:19](=[O:25])[O:20][C:21]([CH3:24])([CH3:23])[CH3:22].C(=O)([O-])[O-].[K+].[K+]. The catalyst is CC(C)=O. The product is [NH2:1][C:2]1[CH:7]=[CH:6][C:5]([O:8][CH2:16][CH2:17][NH:18][C:19](=[O:25])[O:20][C:21]([CH3:24])([CH3:23])[CH3:22])=[C:4]([C:9]2[N:13]([CH3:14])[N:12]=[CH:11][CH:10]=2)[CH:3]=1. The yield is 0.291.